From a dataset of Peptide-MHC class II binding affinity with 134,281 pairs from IEDB. Regression. Given a peptide amino acid sequence and an MHC pseudo amino acid sequence, predict their binding affinity value. This is MHC class II binding data. (1) The peptide sequence is EKKYFALTQFEPLAA. The MHC is DRB1_0101 with pseudo-sequence DRB1_0101. The binding affinity (normalized) is 0.864. (2) The binding affinity (normalized) is 0.374. The peptide sequence is YATFFIKANSKFIGITE. The MHC is H-2-IAd with pseudo-sequence H-2-IAd. (3) The peptide sequence is LVLDFCDDALIEGIT. The MHC is DRB1_1302 with pseudo-sequence DRB1_1302. The binding affinity (normalized) is 0.416. (4) The peptide sequence is TLWQRPLVTIKIGGQLREAL. The MHC is DRB1_0401 with pseudo-sequence DRB1_0401. The binding affinity (normalized) is 0.242.